From a dataset of Full USPTO retrosynthesis dataset with 1.9M reactions from patents (1976-2016). Predict the reactants needed to synthesize the given product. (1) The reactants are: [Cl:1][C:2]1[CH:22]=[CH:21][C:5]([CH2:6][N:7]2[CH:11]=[CH:10][N:9]=[C:8]2[C:12]2[CH:17]=[CH:16][C:15]([N+:18]([O-])=O)=[CH:14][CH:13]=2)=[CH:4][CH:3]=1.FC(F)(F)S(O[C:29]1[CH:38]=[CH:37][C:36]2[C:31](=[CH:32][CH:33]=[CH:34][CH:35]=2)[C:30]=1[N+:39]([O-:41])=[O:40])(=O)=O.O=C(NC1C2C(=CC=CC=2)C=CC=1NC1C=CC(C2N(CCC3C=CC=CC=3)C=CN=2)=CC=1)CC(OCC)=O. Given the product [Cl:1][C:2]1[CH:22]=[CH:21][C:5]([CH2:6][N:7]2[CH:11]=[CH:10][N:9]=[C:8]2[C:12]2[CH:17]=[CH:16][C:15]([NH:18][C:29]3[CH:38]=[CH:37][C:36]4[C:31](=[CH:32][CH:33]=[CH:34][CH:35]=4)[C:30]=3[N+:39]([O-:41])=[O:40])=[CH:14][CH:13]=2)=[CH:4][CH:3]=1, predict the reactants needed to synthesize it. (2) Given the product [F:14][C:15]1[CH:22]=[CH:21][CH:20]=[C:19]([O:13][C:4]2[CH:5]=[CH:6][C:7]3[C:12](=[CH:11][CH:10]=[CH:9][CH:8]=3)[CH:3]=2)[C:16]=1[C:17]#[N:18], predict the reactants needed to synthesize it. The reactants are: [H-].[Na+].[CH:3]1[C:12]2[C:7](=[CH:8][CH:9]=[CH:10][CH:11]=2)[CH:6]=[CH:5][C:4]=1[OH:13].[F:14][C:15]1[CH:22]=[CH:21][CH:20]=[C:19](F)[C:16]=1[C:17]#[N:18]. (3) Given the product [CH3:17][O:18][C:19](=[O:35])[C:20]([CH3:34])([CH3:33])[CH2:21][O:10][C:5]1[CH:4]=[CH:3][C:2]([Br:1])=[CH:9][C:6]=1[CH:7]=[O:8], predict the reactants needed to synthesize it. The reactants are: [Br:1][C:2]1[CH:3]=[CH:4][C:5]([OH:10])=[C:6]([CH:9]=1)[CH:7]=[O:8].C([O-])([O-])=O.[K+].[K+].[CH3:17][O:18][C:19](=[O:35])[C:20]([CH3:34])([CH3:33])[CH2:21]OS(C1C=CC(C)=CC=1)(=O)=O. (4) Given the product [F:1][C:2]1[CH:7]=[CH:6][C:5]([CH2:8][C:9]2[CH:18]=[C:17]3[C:12]([C:13]([OH:29])=[C:14]([C:24]([NH:30][CH2:31][CH2:32][OH:33])=[O:25])[C:15](=[O:23])[N:16]3[CH2:19][CH2:20][CH2:21][OH:22])=[N:11][CH:10]=2)=[CH:4][CH:3]=1, predict the reactants needed to synthesize it. The reactants are: [F:1][C:2]1[CH:7]=[CH:6][C:5]([CH2:8][C:9]2[CH:18]=[C:17]3[C:12]([C:13]([OH:29])=[C:14]([C:24](OCC)=[O:25])[C:15](=[O:23])[N:16]3[CH2:19][CH2:20][CH2:21][OH:22])=[N:11][CH:10]=2)=[CH:4][CH:3]=1.[NH2:30][CH2:31][CH2:32][OH:33]. (5) Given the product [C:25]1([N:31]2[C:5]([C:7]3[C:12](=[O:13])[CH:11]=[CH:10][N:9]([C:14]4[CH:19]=[CH:18][CH:17]=[C:16]([C:20]([F:23])([F:22])[F:21])[CH:15]=4)[N:8]=3)=[CH:4][CH:3]=[N:2]2)[CH:30]=[CH:29][CH:28]=[CH:27][CH:26]=1, predict the reactants needed to synthesize it. The reactants are: C[N:2](C)/[CH:3]=[CH:4]/[C:5]([C:7]1[C:12](=[O:13])[CH:11]=[CH:10][N:9]([C:14]2[CH:19]=[CH:18][CH:17]=[C:16]([C:20]([F:23])([F:22])[F:21])[CH:15]=2)[N:8]=1)=O.[C:25]1([NH:31]N)[CH:30]=[CH:29][CH:28]=[CH:27][CH:26]=1. (6) Given the product [CH3:14][C:15]1[CH:16]=[C:17]2[C:18](=[CH:24][CH:25]=1)[C:19](=[O:20])[N:1]([CH2:2][CH:3]([C:8]1([CH3:13])[O:9][CH2:10][CH2:11][O:12]1)[C:4]([O:6][CH3:7])=[O:5])[C:22]2=[O:21], predict the reactants needed to synthesize it. The reactants are: [NH2:1][CH2:2][CH:3]([C:8]1([CH3:13])[O:12][CH2:11][CH2:10][O:9]1)[C:4]([O:6][CH3:7])=[O:5].[CH3:14][C:15]1[CH:16]=[C:17]2[C:22](=O)[O:21][C:19](=[O:20])[C:18]2=[CH:24][CH:25]=1. (7) Given the product [Br:3][C:4]1[CH:12]=[CH:11][C:7]([CH2:8][OH:9])=[CH:6][C:5]=1[CH3:13], predict the reactants needed to synthesize it. The reactants are: B#B.[Br:3][C:4]1[CH:12]=[CH:11][C:7]([C:8](O)=[O:9])=[CH:6][C:5]=1[CH3:13].O.[OH-].[Na+]. (8) Given the product [Cl:1][C:2]1[CH:7]=[C:6]([CH:5]=[C:4]([C:9]([F:12])([F:11])[F:10])[N:3]=1)[C:18]([OH:20])=[O:19], predict the reactants needed to synthesize it. The reactants are: [Cl:1][C:2]1[CH:7]=[C:6](I)[CH:5]=[C:4]([C:9]([F:12])([F:11])[F:10])[N:3]=1.[Li]CCCC.[C:18](=[O:20])=[O:19].